Dataset: Forward reaction prediction with 1.9M reactions from USPTO patents (1976-2016). Task: Predict the product of the given reaction. (1) Given the reactants Cl[C:2]1[C:3]2[C:4](=[CH:18][N:19](CC3C=CC(OC)=CC=3)[N:20]=2)[N:5]=[C:6]([C:8]2[CH:13]=[CH:12][CH:11]=[C:10]([S:14]([CH3:17])(=[O:16])=[O:15])[CH:9]=2)[N:7]=1.[O:30]1[CH2:35][CH2:34][N:33]([C:36]2[CH:42]=[CH:41][C:39]([NH2:40])=[CH:38][CH:37]=2)[CH2:32][CH2:31]1.Cl, predict the reaction product. The product is: [CH3:17][S:14]([C:10]1[CH:9]=[C:8]([C:6]2[N:7]=[C:2]([NH:40][C:39]3[CH:38]=[CH:37][C:36]([N:33]4[CH2:34][CH2:35][O:30][CH2:31][CH2:32]4)=[CH:42][CH:41]=3)[C:3]3[NH:20][N:19]=[CH:18][C:4]=3[N:5]=2)[CH:13]=[CH:12][CH:11]=1)(=[O:15])=[O:16]. (2) Given the reactants [CH2:1]1[C:9]2[C:4](=[CH:5][CH:6]=[CH:7][CH:8]=2)[CH2:3][N:2]1[C:10]([NH:12][C:13]1[CH:18]=[CH:17][C:16]([C:19]2[CH:24]=[CH:23][C:22]([C:25](=[O:33])[CH2:26][C:27]([CH3:32])([CH3:31])[C:28]([O-:30])=[O:29])=[CH:21][CH:20]=2)=[CH:15][CH:14]=1)=[O:11].[OH-].[Na+], predict the reaction product. The product is: [CH2:1]1[C:9]2[C:4](=[CH:5][CH:6]=[CH:7][CH:8]=2)[CH2:3][N:2]1[C:10]([NH:12][C:13]1[CH:18]=[CH:17][C:16]([C:19]2[CH:24]=[CH:23][C:22]([C:25](=[O:33])[CH2:26][C:27]([CH3:31])([CH3:32])[C:28]([OH:30])=[O:29])=[CH:21][CH:20]=2)=[CH:15][CH:14]=1)=[O:11]. (3) Given the reactants FC(F)(F)C([O-])=O.[Br:8][C:9]1[CH:14]=[CH:13][C:12]([C:15]2[CH2:16][CH2:17][NH2+:18][CH2:19][CH:20]=2)=[CH:11][CH:10]=1.C([O-])([O-])=O.[Na+].[Na+].[C:27](O[C:27]([O:29][C:30]([CH3:33])([CH3:32])[CH3:31])=[O:28])([O:29][C:30]([CH3:33])([CH3:32])[CH3:31])=[O:28], predict the reaction product. The product is: [C:30]([O:29][C:27]([N:18]1[CH2:17][CH:16]=[C:15]([C:12]2[CH:13]=[CH:14][C:9]([Br:8])=[CH:10][CH:11]=2)[CH2:20][CH2:19]1)=[O:28])([CH3:33])([CH3:32])[CH3:31]. (4) Given the reactants [Si]([O:8][C@H:9]1[CH2:14][CH2:13][C@H:12]([N:15]2[C:23]3[CH:22]=[CH:21][N:20]=[C:19]([O:24]C)[C:18]=3[C:17]([C:26]3[CH:31]=[CH:30][C:29]([S:32]([NH2:35])(=[O:34])=[O:33])=[CH:28][CH:27]=3)=[CH:16]2)[CH2:11][CH2:10]1)(C(C)(C)C)(C)C.[I-].[Na+].Cl[Si](C)(C)C.C(=O)([O-])O.[Na+], predict the reaction product. The product is: [OH:8][C@H:9]1[CH2:14][CH2:13][C@H:12]([N:15]2[C:23]3[CH:22]=[CH:21][NH:20][C:19](=[O:24])[C:18]=3[C:17]([C:26]3[CH:31]=[CH:30][C:29]([S:32]([NH2:35])(=[O:34])=[O:33])=[CH:28][CH:27]=3)=[CH:16]2)[CH2:11][CH2:10]1. (5) Given the reactants [CH3:1][N:2]([CH:13]1[CH2:18][CH2:17][NH:16][CH2:15][CH2:14]1)[C:3](=[O:12])[O:4][CH2:5][C:6]1[CH:11]=[CH:10][CH:9]=[CH:8][CH:7]=1.Cl[C:20]1[CH:25]=[C:24]([CH3:26])[N:23]=[C:22]([CH3:27])[N:21]=1.C([O-])([O-])=O.[K+].[K+], predict the reaction product. The product is: [CH3:27][C:22]1[N:21]=[C:20]([N:16]2[CH2:15][CH2:14][CH:13]([N:2]([CH3:1])[C:3](=[O:12])[O:4][CH2:5][C:6]3[CH:11]=[CH:10][CH:9]=[CH:8][CH:7]=3)[CH2:18][CH2:17]2)[CH:25]=[C:24]([CH3:26])[N:23]=1. (6) Given the reactants I[C:2]1[C:7]([CH:8]=[O:9])=[CH:6][N:5]=[C:4]([O:10][CH3:11])[CH:3]=1.[CH3:12][Si:13]([C:16]#[CH:17])([CH3:15])[CH3:14].C(N(CC)CC)C, predict the reaction product. The product is: [CH3:11][O:10][C:4]1[CH:3]=[C:2]([C:17]#[C:16][Si:13]([CH3:15])([CH3:14])[CH3:12])[C:7]([CH:8]=[O:9])=[CH:6][N:5]=1. (7) Given the reactants [O:1]=[C:2]1[O:8][C@H:7]([C@H:9]([CH2:11][OH:12])[OH:10])[C:5]([OH:6])=[C:3]1[OH:4].[N:13]([O-:15])=[O:14].[Na+].Cl, predict the reaction product. The product is: [O:1]=[C:2]1[O:8][C@H:7]([C@H:9]([CH2:11][OH:12])[OH:10])[C:5]([OH:6])=[C:3]1[OH:4].[N:13]([O-:15])=[O:14]. (8) Given the reactants [CH3:1][C:2]1[C:6]([CH2:7][CH:8]2[CH2:13][CH2:12][NH:11][CH2:10][CH2:9]2)=[C:5]([CH3:14])[N:4]([CH2:15][C@H:16]([NH:18][C:19](=[O:25])[O:20][C:21]([CH3:24])([CH3:23])[CH3:22])[CH3:17])[N:3]=1.[CH3:26][C:27]([CH3:32])([CH3:31])[C:28](Cl)=[O:29], predict the reaction product. The product is: [CH3:26][C:27]([CH3:32])([CH3:31])[C:28]([N:11]1[CH2:10][CH2:9][CH:8]([CH2:7][C:6]2[C:2]([CH3:1])=[N:3][N:4]([CH2:15][C@H:16]([NH:18][C:19](=[O:25])[O:20][C:21]([CH3:24])([CH3:23])[CH3:22])[CH3:17])[C:5]=2[CH3:14])[CH2:13][CH2:12]1)=[O:29]. (9) Given the reactants [NH2:1][C:2]1[CH:7]=[CH:6][C:5]([Cl:8])=[CH:4][C:3]=1[OH:9].[Cl:10][C:11]1[CH:19]=[CH:18][C:17]([N+:20]([O-:22])=[O:21])=[CH:16][C:12]=1[C:13](Cl)=O, predict the reaction product. The product is: [Cl:8][C:5]1[CH:6]=[CH:7][C:2]2[N:1]=[C:13]([C:12]3[CH:16]=[C:17]([N+:20]([O-:22])=[O:21])[CH:18]=[CH:19][C:11]=3[Cl:10])[O:9][C:3]=2[CH:4]=1. (10) Given the reactants [CH2:1]([N:8]1[C:12]([NH2:13])=[CH:11][CH:10]=[N:9]1)[C:2]1[CH:7]=[CH:6][CH:5]=[CH:4][CH:3]=1.C([C:17]1[CH:22]=[CH:21][C:20]([O:23]B(O)O)=[CH:19][CH:18]=1)(C)C.N1C=C[CH:30]=[CH:29][CH:28]=1, predict the reaction product. The product is: [CH2:1]([N:8]1[C:12]([NH:13][C:17]2[CH:18]=[CH:19][C:20]([O:23][CH:29]([CH3:30])[CH3:28])=[CH:21][CH:22]=2)=[CH:11][CH:10]=[N:9]1)[C:2]1[CH:3]=[CH:4][CH:5]=[CH:6][CH:7]=1.